From a dataset of Peptide-MHC class I binding affinity with 185,985 pairs from IEDB/IMGT. Regression. Given a peptide amino acid sequence and an MHC pseudo amino acid sequence, predict their binding affinity value. This is MHC class I binding data. (1) The peptide sequence is GLYPQLSAI. The MHC is HLA-A02:06 with pseudo-sequence HLA-A02:06. The binding affinity (normalized) is 1.00. (2) The peptide sequence is VEFHLDGEVL. The MHC is HLA-B44:03 with pseudo-sequence HLA-B44:03. The binding affinity (normalized) is 0.368. (3) The peptide sequence is AINSEMFLR. The MHC is HLA-A11:01 with pseudo-sequence HLA-A11:01. The binding affinity (normalized) is 0.506.